From a dataset of Human liver microsome stability data. Regression/Classification. Given a drug SMILES string, predict its absorption, distribution, metabolism, or excretion properties. Task type varies by dataset: regression for continuous measurements (e.g., permeability, clearance, half-life) or binary classification for categorical outcomes (e.g., BBB penetration, CYP inhibition). Dataset: hlm. (1) The drug is COc1cccc(OCc2nc(O)c3cc(-c4cn[nH]c4)cc(OC)c3n2)c1. The result is 0 (unstable in human liver microsomes). (2) The compound is CN1CCC(C(=O)Nc2cc3ccnc(O)c3cc2Cl)CC1. The result is 0 (unstable in human liver microsomes). (3) The drug is COCC(=O)N1CCC(NC(=O)c2cc3cc(Cl)ccc3[nH]2)C(NC(=O)c2nc3c(s2)CN(C)CC3)C1. The result is 1 (stable in human liver microsomes). (4) The drug is Cc1[nH]nc2c(CO)ccc(Oc3cc(C#N)cc(C#N)c3)c12. The result is 0 (unstable in human liver microsomes).